This data is from Full USPTO retrosynthesis dataset with 1.9M reactions from patents (1976-2016). The task is: Predict the reactants needed to synthesize the given product. (1) Given the product [Cl:1][C:2]1[CH:3]=[C:4]([C:12]2[O:16][N:15]=[C:14]([C:17]3[CH:22]=[CH:21][C:20]([O:23][CH2:24][C:25]([OH:27])=[O:26])=[CH:19][C:18]=3[CH3:30])[N:13]=2)[CH:5]=[CH:6][C:7]=1[O:8][CH:9]([CH3:10])[CH3:11], predict the reactants needed to synthesize it. The reactants are: [Cl:1][C:2]1[CH:3]=[C:4]([C:12]2[O:16][N:15]=[C:14]([C:17]3[CH:22]=[CH:21][C:20]([O:23][CH2:24][C:25]([O:27]CC)=[O:26])=[CH:19][C:18]=3[CH3:30])[N:13]=2)[CH:5]=[CH:6][C:7]=1[O:8][CH:9]([CH3:11])[CH3:10].[OH-].[Na+]. (2) Given the product [Cl:18][C:8]1[CH:10]=[CH:11][C:12]([O:13][CH3:14])=[C:6]([O:5][C:4]2[CH:15]=[CH:16][CH:17]=[C:2]([I:1])[CH:3]=2)[CH:7]=1, predict the reactants needed to synthesize it. The reactants are: [I:1][C:2]1[CH:3]=[C:4]([CH:15]=[CH:16][CH:17]=1)[O:5][C:6]1[CH:7]=[C:8]([CH:10]=[CH:11][C:12]=1[O:13][CH3:14])N.[Cl:18]C1C=C(C=C(I)C=1)OC1C=CC(N)=CC=1OC.N([O-])=O.[Na+].O. (3) Given the product [O:1]1[CH2:6][CH2:5][CH:4]([C:7]([NH2:11])=[O:9])[CH2:3][CH2:2]1, predict the reactants needed to synthesize it. The reactants are: [O:1]1[CH2:6][CH2:5][CH:4]([C:7]([O:9]C)=O)[CH2:3][CH2:2]1.[NH3:11].